From a dataset of TCR-epitope binding with 47,182 pairs between 192 epitopes and 23,139 TCRs. Binary Classification. Given a T-cell receptor sequence (or CDR3 region) and an epitope sequence, predict whether binding occurs between them. (1) The epitope is AVFDRKSDAK. The TCR CDR3 sequence is CASTQTSAAGELFF. Result: 1 (the TCR binds to the epitope). (2) The epitope is TLIGDCATV. The TCR CDR3 sequence is CASTGGSYGYTF. Result: 0 (the TCR does not bind to the epitope). (3) The TCR CDR3 sequence is CASSFGGVNEQFF. Result: 0 (the TCR does not bind to the epitope). The epitope is LLLGIGILV. (4) The epitope is ATDALMTGY. The TCR CDR3 sequence is CASREIQGSGANVLTF. Result: 0 (the TCR does not bind to the epitope). (5) The epitope is NYSGVVTTVMF. The TCR CDR3 sequence is CASSQEGQTNEKLFF. Result: 0 (the TCR does not bind to the epitope). (6) The epitope is RLRPGGKKR. The TCR CDR3 sequence is CASSLGVDSLTDTQYF. Result: 1 (the TCR binds to the epitope).